Dataset: Full USPTO retrosynthesis dataset with 1.9M reactions from patents (1976-2016). Task: Predict the reactants needed to synthesize the given product. Given the product [CH:1]1([C:4]#[C:5][C:6]2[C:7]3[O:14][C:13](/[CH:15]=[C:17]4/[C:18](=[O:19])[NH:20][C:21](=[O:22])[S:23]/4)=[CH:12][C:8]=3[CH:9]=[N:10][CH:11]=2)[CH2:2][CH2:3]1, predict the reactants needed to synthesize it. The reactants are: [CH:1]1([C:4]#[C:5][C:6]2[C:7]3[O:14][C:13]([CH:15]=O)=[CH:12][C:8]=3[CH:9]=[N:10][CH:11]=2)[CH2:3][CH2:2]1.[CH2:17]1[S:23][C:21](=[O:22])[NH:20][C:18]1=[O:19].NCCC(O)=O.